This data is from Reaction yield outcomes from USPTO patents with 853,638 reactions. The task is: Predict the reaction yield, written as a fraction of the theoretical maximum amount of product (1.0 means a 100% yield; for example, 0.34 means a 34% yield). (1) The reactants are [Cl:1][C:2]1[CH:3]=[C:4]([NH:9][C:10]([NH2:12])=[S:11])[CH:5]=[C:6]([Cl:8])[CH:7]=1. The catalyst is C(Cl)(Cl)Cl. The product is [Cl:1][C:2]1[CH:7]=[C:6]([Cl:8])[C:5]2[S:11][C:10]([NH2:12])=[N:9][C:4]=2[CH:3]=1. The yield is 0.420. (2) The reactants are [F:1][C:2]1[CH:10]=[CH:9][C:8]2[N:7]([CH2:11][C:12]3[CH:21]=[CH:20][C:15]([C:16]([O:18]C)=[O:17])=[CH:14][CH:13]=3)[C:6]3[CH:22]=[N:23][N:24]([CH:25]4[CH2:30][CH2:29][CH2:28][CH2:27][O:26]4)[C:5]=3[C:4]=2[CH:3]=1.[OH-].[K+].[NH4+].[Cl-]. The catalyst is CO.O. The product is [F:1][C:2]1[CH:10]=[CH:9][C:8]2[N:7]([CH2:11][C:12]3[CH:13]=[CH:14][C:15]([C:16]([OH:18])=[O:17])=[CH:20][CH:21]=3)[C:6]3[CH:22]=[N:23][N:24]([CH:25]4[CH2:30][CH2:29][CH2:28][CH2:27][O:26]4)[C:5]=3[C:4]=2[CH:3]=1. The yield is 0.830. (3) The reactants are Cl.COC(=O)[CH2:5][NH2:6].O=[C:9]1[CH2:14][CH2:13][N:12]([C:15]([O:17][CH2:18][C:19]2[CH:24]=[CH:23][CH:22]=[CH:21][CH:20]=2)=[O:16])[CH2:11][CH2:10]1.[BH-]([O:34][C:35]([CH3:37])=[O:36])([O:34][C:35]([CH3:37])=[O:36])[O:34][C:35]([CH3:37])=[O:36].[Na+].[CH2:39](Cl)Cl. The catalyst is CO. The product is [CH3:39][O:34][C:35](=[O:36])[CH2:37][CH2:5][NH:6][CH:9]1[CH2:14][CH2:13][N:12]([C:15]([O:17][CH2:18][C:19]2[CH:24]=[CH:23][CH:22]=[CH:21][CH:20]=2)=[O:16])[CH2:11][CH2:10]1. The yield is 0.700. (4) The reactants are [F:1][C:2]([F:21])([F:20])[O:3][C:4]1[CH:5]=[C:6]([CH:17]=[CH:18][CH:19]=1)[O:7][C:8]1[CH:9]=[C:10]([N+:14]([O-])=O)[CH:11]=[CH:12][CH:13]=1. The catalyst is C(O)(=O)C.[Zn]. The product is [F:1][C:2]([F:20])([F:21])[O:3][C:4]1[CH:5]=[C:6]([CH:17]=[CH:18][CH:19]=1)[O:7][C:8]1[CH:9]=[C:10]([CH:11]=[CH:12][CH:13]=1)[NH2:14]. The yield is 0.440. (5) The reactants are [F:1][C:2]1[CH:10]=[CH:9][CH:8]=[C:7]([F:11])[C:3]=1[C:4](Cl)=[O:5].[NH2:12][C:13]1[C:14]2[C:21]([C:22]([C:24]3[CH:29]=[CH:28][CH:27]=[C:26]([NH2:30])[CH:25]=3)=[O:23])=[CH:20][N:19]([CH:31]3[CH2:35][CH2:34][CH2:33][CH2:32]3)[C:15]=2[N:16]=[CH:17][N:18]=1. The catalyst is N1C=CC=CC=1. The product is [NH2:12][C:13]1[C:14]2[C:21]([C:22]([C:24]3[CH:25]=[C:26]([NH:30][C:4](=[O:5])[C:3]4[C:2]([F:1])=[CH:10][CH:9]=[CH:8][C:7]=4[F:11])[CH:27]=[CH:28][CH:29]=3)=[O:23])=[CH:20][N:19]([CH:31]3[CH2:32][CH2:33][CH2:34][CH2:35]3)[C:15]=2[N:16]=[CH:17][N:18]=1. The yield is 0.730. (6) The reactants are [OH:1][C:2]1[CH:7]=[CH:6][C:5]([C:8]2[C:9]([CH2:21][NH:22][C:23]3[CH:28]=[CH:27][CH:26]=[CH:25][C:24]=3[O:29][CH3:30])=[C:10]3[C:15](=[CH:16][CH:17]=2)[NH:14][C:13]([CH3:19])([CH3:18])[CH:12]=[C:11]3[CH3:20])=[C:4]([O:31][CH3:32])[CH:3]=1.C(N(CC)CC)C.[C:40](Cl)(=[O:43])[O:41][CH3:42]. The catalyst is C(Cl)Cl. The product is [CH3:32][O:31][C:4]1[CH:3]=[C:2]([O:1][C:40]([O:41][CH3:42])=[O:43])[CH:7]=[CH:6][C:5]=1[C:8]1[C:9]([CH2:21][NH:22][C:23]2[CH:28]=[CH:27][CH:26]=[CH:25][C:24]=2[O:29][CH3:30])=[C:10]2[C:15](=[CH:16][CH:17]=1)[NH:14][C:13]([CH3:19])([CH3:18])[CH:12]=[C:11]2[CH3:20]. The yield is 0.570.